From a dataset of Forward reaction prediction with 1.9M reactions from USPTO patents (1976-2016). Predict the product of the given reaction. (1) The product is: [CH2:1]([N:2]1[CH2:7][CH2:6][N:5]2[N:8]=[C:9]([N+:11]([O-:13])=[O:12])[CH:10]=[C:4]2[CH2:3]1)[CH3:14]. Given the reactants [CH3:1][N:2]1[CH2:7][CH2:6][N:5]2[N:8]=[C:9]([N+:11]([O-:13])=[O:12])[CH:10]=[C:4]2[CH2:3]1.[CH2:14]1COCC1, predict the reaction product. (2) Given the reactants [CH3:1][C:2]1[N:10]=[CH:9][CH:8]=[C:7]([CH3:11])[C:3]=1C(O)=O.[N-:12]=[N+]=[N-].[Na+].O, predict the reaction product. The product is: [CH3:1][C:2]1[C:3]([NH2:12])=[C:7]([CH3:11])[CH:8]=[CH:9][N:10]=1. (3) Given the reactants C1C=CC(P(C2C=CC=CC=2)C2C=CC=CC=2)=CC=1.[OH:20][C:21]1[CH:22]=[C:23]2[C:27](=[CH:28][CH:29]=1)[C:26](=[O:30])[CH2:25][CH2:24]2.C1C=CC(COC(/N=N/C(OCC2C=CC=CC=2)=O)=O)=CC=1.O[CH2:54][CH2:55][CH2:56][NH:57][C:58](=[O:63])[C:59]([F:62])([F:61])[F:60], predict the reaction product. The product is: [F:60][C:59]([F:62])([F:61])[C:58]([NH:57][CH2:56][CH2:55][CH2:54][O:20][C:21]1[CH:22]=[C:23]2[C:27](=[CH:28][CH:29]=1)[C:26](=[O:30])[CH2:25][CH2:24]2)=[O:63]. (4) Given the reactants Cl[C:2]1[CH:25]=[C:24]([F:26])[C:23]([F:27])=[CH:22][C:3]=1[C:4]([C:6](=[CH:12][NH:13][C:14]1[CH:19]=[CH:18][C:17]([F:20])=[CH:16][C:15]=1[F:21])[C:7]([O:9][CH2:10][CH3:11])=[O:8])=[O:5].[H-].[Na+].O, predict the reaction product. The product is: [F:21][C:15]1[CH:16]=[C:17]([F:20])[CH:18]=[CH:19][C:14]=1[N:13]1[C:2]2[C:3](=[CH:22][C:23]([F:27])=[C:24]([F:26])[CH:25]=2)[C:4](=[O:5])[C:6]([C:7]([O:9][CH2:10][CH3:11])=[O:8])=[CH:12]1. (5) Given the reactants FC(F)(F)S(O[C:7]1[C:11]2[C:12]([O:16][CH3:17])=[N:13][CH:14]=[CH:15][C:10]=2[N:9]([CH:18]2[CH2:22][CH2:21][CH2:20][CH2:19]2)[N:8]=1)(=O)=O.CC1(C)C(C)(C)OB([C:33]2[CH:41]=[CH:40][C:36]([C:37]([NH2:39])=[O:38])=[CH:35][CH:34]=2)O1.C(=O)([O-])[O-].[Na+].[Na+].O, predict the reaction product. The product is: [CH:18]1([N:9]2[C:10]3[CH:15]=[CH:14][N:13]=[C:12]([O:16][CH3:17])[C:11]=3[C:7]([C:33]3[CH:41]=[CH:40][C:36]([C:37]([NH2:39])=[O:38])=[CH:35][CH:34]=3)=[N:8]2)[CH2:22][CH2:21][CH2:20][CH2:19]1.